From a dataset of Forward reaction prediction with 1.9M reactions from USPTO patents (1976-2016). Predict the product of the given reaction. (1) Given the reactants [Cl:1][C:2]1[CH:9]=[CH:8][C:5]([C:6]#[N:7])=[C:4](F)[CH:3]=1.[OH:11][C:12]1[CH:13]=[CH:14][C:15]([O:20][CH3:21])=[C:16]([CH:19]=1)[CH:17]=[O:18].C(=O)([O-])[O-].[Cs+].[Cs+].O, predict the reaction product. The product is: [Cl:1][C:2]1[CH:9]=[CH:8][C:5]([C:6]#[N:7])=[C:4]([O:11][C:12]2[CH:13]=[CH:14][C:15]([O:20][CH3:21])=[C:16]([CH:17]=[O:18])[CH:19]=2)[CH:3]=1. (2) Given the reactants [S:1]([Cl:5])(Cl)(=[O:3])=[O:2].[NH2:6][CH2:7][CH2:8][P:9](=[O:16])([O:13][CH2:14][CH3:15])[O:10][CH2:11][CH3:12].C(N(CC)CC)C, predict the reaction product. The product is: [Cl:5][S:1]([NH:6][CH2:7][CH2:8][P:9](=[O:16])([O:10][CH2:11][CH3:12])[O:13][CH2:14][CH3:15])(=[O:3])=[O:2]. (3) Given the reactants [CH:1]1([N:7]2[CH2:12][CH2:11][CH:10]([N:13]3[C:21](=[O:22])[C:20]4[C:19]([C:23]#[N:24])=[CH:18][C:17]([F:25])=[CH:16][C:15]=4[CH2:14]3)[CH2:9][CH2:8]2)[CH2:6][CH2:5][CH2:4][CH2:3][CH2:2]1.[OH2:26].N, predict the reaction product. The product is: [CH:1]1([N:7]2[CH2:12][CH2:11][CH:10]([N:13]3[C:21](=[O:22])[C:20]4[C:19]([C:23]([NH2:24])=[O:26])=[CH:18][C:17]([F:25])=[CH:16][C:15]=4[CH2:14]3)[CH2:9][CH2:8]2)[CH2:2][CH2:3][CH2:4][CH2:5][CH2:6]1. (4) Given the reactants [C:1](Cl)(Cl)=[O:2].[NH2:5][C:6]1[CH:11]=[CH:10]C=[CH:8][C:7]=1O.[C:13](OCC)(=[O:15])C, predict the reaction product. The product is: [N:5]([C:6]1[CH:11]=[CH:10][C:1]([OH:2])=[CH:8][CH:7]=1)=[C:13]=[O:15]. (5) Given the reactants [Cl:1][C:2]1[CH:3]=[C:4]([OH:23])[CH:5]=[CH:6][C:7]=1[CH:8]([CH3:22])[C:9]([C:15]1[CH:20]=[CH:19][N:18]=[C:17]([Cl:21])[CH:16]=1)([OH:14])[C:10]([F:13])([F:12])[F:11].C(N(CC)CC)C.Cl[S:32]([C:35]1[CH:43]=[CH:42][C:38]([C:39]([OH:41])=[O:40])=[CH:37][CH:36]=1)(=[O:34])=[O:33], predict the reaction product. The product is: [Cl:1][C:2]1[CH:3]=[C:4]([CH:5]=[CH:6][C:7]=1[CH:8]([CH3:22])[C:9]([C:15]1[CH:20]=[CH:19][N:18]=[C:17]([Cl:21])[CH:16]=1)([OH:14])[C:10]([F:13])([F:12])[F:11])[O:23][S:32]([C:35]1[CH:36]=[CH:37][C:38]([C:39]([OH:41])=[O:40])=[CH:42][CH:43]=1)(=[O:34])=[O:33]. (6) Given the reactants [CH2:1]([O:4][C:5](=[O:25])[CH:6]([S:10][CH2:11][C:12]1[CH:17]=[CH:16][C:15]([C:18]2[CH:23]=[CH:22][C:21]([Cl:24])=[CH:20][CH:19]=2)=[CH:14][CH:13]=1)[CH2:7][CH2:8]O)[CH:2]=[CH2:3].C1(P(C2C=CC=CC=2)C2C=CC=CC=2)C=CC=CC=1.[N:45]1[C:50]2[CH:51]=[CH:52][CH:53]=[CH:54][C:49]=2[C:48](=[O:55])[NH:47][N:46]=1.N(C(OC(C)C)=O)=NC(OC(C)C)=O, predict the reaction product. The product is: [CH2:1]([O:4][C:5](=[O:25])[CH:6]([S:10][CH2:11][C:12]1[CH:17]=[CH:16][C:15]([C:18]2[CH:23]=[CH:22][C:21]([Cl:24])=[CH:20][CH:19]=2)=[CH:14][CH:13]=1)[CH2:7][CH2:8][N:47]1[C:48](=[O:55])[C:49]2[CH:54]=[CH:53][CH:52]=[CH:51][C:50]=2[N:45]=[N:46]1)[CH:2]=[CH2:3]. (7) The product is: [C:19]([OH:23])(=[O:10])[C:38]([OH:41])=[O:40].[CH3:13][N:14]1[C:22]2[C:17](=[CH:18][C:19]([O:23][S:9]([C:3]3[C:4]([F:8])=[CH:5][CH:6]=[CH:7][C:2]=3[F:1])(=[O:11])=[O:10])=[CH:20][CH:21]=2)[C:16]([CH:24]2[CH2:29][CH2:28][N:27]([CH3:30])[CH2:26][CH2:25]2)=[CH:15]1. Given the reactants [F:1][C:2]1[CH:7]=[CH:6][CH:5]=[C:4]([F:8])[C:3]=1[S:9](Cl)(=[O:11])=[O:10].[CH3:13][N:14]1[C:22]2[C:17](=[CH:18][C:19]([OH:23])=[CH:20][CH:21]=2)[C:16]([CH:24]2[CH2:29][CH2:28][N:27]([CH3:30])[CH2:26][CH2:25]2)=[CH:15]1.C(N(CC)CC)C.[C:38]([O-:41])([OH:40])=O.[Na+], predict the reaction product. (8) Given the reactants [S:1](Cl)(Cl)=O.[C:5]([OH:15])(=[O:14])[CH2:6][CH2:7][C:8]1[CH:13]=[CH:12][CH:11]=[CH:10][CH:9]=1.N1C=CC=CC=1, predict the reaction product. The product is: [S:1]1[C:13]2[CH:12]=[CH:11][CH:10]=[CH:9][C:8]=2[CH:7]=[C:6]1[C:5]([OH:15])=[O:14]. (9) Given the reactants [CH:1]1([C@H:4]([O:26][CH2:27][C:28](OCC)=[O:29])[C:5]([N:7]2[CH2:11][C:10]([C:12]3[CH:17]=[C:16]([F:18])[CH:15]=[CH:14][C:13]=3[F:19])=[CH:9][C@H:8]2[C:20]2[CH:25]=[CH:24][CH:23]=[CH:22][CH:21]=2)=[O:6])[CH2:3][CH2:2]1.[CH2:33]([NH2:35])[CH3:34], predict the reaction product. The product is: [CH:1]1([C@H:4]([O:26][CH2:27][C:28]([NH:35][CH2:33][CH3:34])=[O:29])[C:5]([N:7]2[CH2:11][C:10]([C:12]3[CH:17]=[C:16]([F:18])[CH:15]=[CH:14][C:13]=3[F:19])=[CH:9][C@H:8]2[C:20]2[CH:21]=[CH:22][CH:23]=[CH:24][CH:25]=2)=[O:6])[CH2:3][CH2:2]1. (10) Given the reactants C([O:4][C@H:5]1[C:10](=[O:11])[C:9]2[CH:12]=[CH:13][C:14]3[N:15]([CH3:20])[C:16]([CH3:19])=[N:17][C:18]=3[C:8]=2[O:7][C@@H:6]1[C:21]1[CH:26]=[CH:25][CH:24]=[CH:23][CH:22]=1)(=O)C.[OH-].[Na+], predict the reaction product. The product is: [OH:4][C@H:5]1[C:10](=[O:11])[C:9]2[CH:12]=[CH:13][C:14]3[N:15]([CH3:20])[C:16]([CH3:19])=[N:17][C:18]=3[C:8]=2[O:7][C@@H:6]1[C:21]1[CH:22]=[CH:23][CH:24]=[CH:25][CH:26]=1.